Dataset: Forward reaction prediction with 1.9M reactions from USPTO patents (1976-2016). Task: Predict the product of the given reaction. (1) Given the reactants [CH3:1][C:2]1([CH3:10])[O:7][C:6](=[O:8])[CH2:5][C:4](=[O:9])[O:3]1.[C:11](=S)=[S:12].C(N(CC)CC)C.IC.[CH3:23][S:24]([CH3:26])=O, predict the reaction product. The product is: [CH3:23][S:24][C:26]([S:12][CH3:11])=[C:5]1[C:6](=[O:8])[O:7][C:2]([CH3:10])([CH3:1])[O:3][C:4]1=[O:9]. (2) Given the reactants [CH3:1][C:2]1[N:7]=[C:6]([C:8]2[N:13]=[CH:12][C:11]3[CH:14]=[N:15][NH:16][C:10]=3[CH:9]=2)[CH:5]=[N:4][CH:3]=1.Cl[C:18]1[N:23]=[C:22]([N:24]2[CH2:29][CH2:28][CH2:27][C@H:26]([NH:30][C:31](=[O:37])[O:32][C:33]([CH3:36])([CH3:35])[CH3:34])[CH2:25]2)[C:21]([F:38])=[CH:20][CH:19]=1.C(=O)([O-])[O-].[Cs+].[Cs+].CC1(C)C2C(=C(P(C3C=CC=CC=3)C3C=CC=CC=3)C=CC=2)OC2C(P(C3C=CC=CC=3)C3C=CC=CC=3)=CC=CC1=2, predict the reaction product. The product is: [F:38][C:21]1[C:22]([N:24]2[CH2:29][CH2:28][CH2:27][C@H:26]([NH:30][C:31](=[O:37])[O:32][C:33]([CH3:35])([CH3:34])[CH3:36])[CH2:25]2)=[N:23][C:18]([N:16]2[C:10]3[CH:9]=[C:8]([C:6]4[CH:5]=[N:4][CH:3]=[C:2]([CH3:1])[N:7]=4)[N:13]=[CH:12][C:11]=3[CH:14]=[N:15]2)=[CH:19][CH:20]=1. (3) Given the reactants [O:1]=[C:2]1[NH:6][CH:5]=[C:4]([C:7]([OH:9])=O)[O:3]1.[NH2:10][CH2:11][CH2:12][CH:13]1[CH2:18][CH2:17][N:16]([C:19]([O:21][C:22]([CH3:25])([CH3:24])[CH3:23])=[O:20])[CH2:15][CH2:14]1, predict the reaction product. The product is: [O:1]=[C:2]1[NH:6][CH:5]=[C:4]([C:7]([NH:10][CH2:11][CH2:12][CH:13]2[CH2:14][CH2:15][N:16]([C:19]([O:21][C:22]([CH3:25])([CH3:24])[CH3:23])=[O:20])[CH2:17][CH2:18]2)=[O:9])[O:3]1. (4) Given the reactants [OH:1][C:2]1[CH:11]=[C:10]([OH:12])[C:9]([CH:13]([CH3:15])[CH3:14])=[CH:8][C:3]=1[C:4]([O:6][CH3:7])=[O:5].C(=O)([O-])[O-].[K+].[K+].[CH2:22](Br)[CH:23]=[CH2:24], predict the reaction product. The product is: [CH2:24]([O:12][C:10]1[C:9]([CH:13]([CH3:15])[CH3:14])=[CH:8][C:3]([C:4]([O:6][CH3:7])=[O:5])=[C:2]([OH:1])[CH:11]=1)[CH:23]=[CH2:22]. (5) Given the reactants BrC1C=C(OC)C(N2CCN(C)CC2)=NC=1.[Br:17][C:18]1[C:23]([O:24][CH3:25])=[CH:22][CH:21]=[C:20](Br)[N:19]=1.[CH3:27][C@@H:28]1[NH:33][CH2:32][CH2:31][N:30]([C:34]([O:36][C:37]([CH3:40])([CH3:39])[CH3:38])=[O:35])[CH2:29]1, predict the reaction product. The product is: [Br:17][C:18]1[N:19]=[C:20]([N:33]2[CH2:32][CH2:31][N:30]([C:34]([O:36][C:37]([CH3:40])([CH3:39])[CH3:38])=[O:35])[CH2:29][C@@H:28]2[CH3:27])[CH:21]=[CH:22][C:23]=1[O:24][CH3:25]. (6) Given the reactants [C:1]([NH:4][C:5]1[CH:6]=[C:7]([CH:10]=[CH:11][CH:12]=1)[CH2:8]Cl)(=[O:3])[CH3:2].[OH:13][C:14]1[CH:19]=[CH:18][C:17]([C:20]2[N:25]=[C:24]([C:26]#[N:27])[C:23]3[N:28]=[CH:29][N:30](C)[C:22]=3[CH:21]=2)=[CH:16][C:15]=1[C:32]([F:35])([F:34])[F:33].[I-].[Na+].C(=O)([O-])[O-].[K+].[K+], predict the reaction product. The product is: [C:1]([NH:4][C:5]1[CH:6]=[C:7]([CH:10]=[CH:11][CH:12]=1)[CH2:8][O:13][C:14]1[CH:19]=[CH:18][C:17]([C:20]2[N:25]=[C:24]([C:26]#[N:27])[C:23]3[N:28]=[CH:29][NH:30][C:22]=3[CH:21]=2)=[CH:16][C:15]=1[C:32]([F:35])([F:34])[F:33])(=[O:3])[CH3:2]. (7) Given the reactants [CH2:1]([O:3][C:4]([C@@H:6]1[CH2:10][C@H:9](OS(C)(=O)=O)[CH2:8][C@H:7]1[C:16]([N:18]1[CH2:21][C:20]([F:23])([F:22])[CH2:19]1)=[O:17])=[O:5])[CH3:2].[F:24][C:25]1[CH:30]=[CH:29][C:28]([SH:31])=[C:27]([Cl:32])[CH:26]=1, predict the reaction product. The product is: [CH2:1]([O:3][C:4]([C@@H:6]1[CH2:10][C@@H:9]([S:31][C:28]2[CH:29]=[CH:30][C:25]([F:24])=[CH:26][C:27]=2[Cl:32])[CH2:8][C@H:7]1[C:16]([N:18]1[CH2:19][C:20]([F:22])([F:23])[CH2:21]1)=[O:17])=[O:5])[CH3:2]. (8) The product is: [CH3:34][C:31]([O:30][C:28]([N:19]([C:9]1[C:10]([O:17][CH3:18])=[N:11][C:12]([O:15][CH3:16])=[N:13][CH:14]=1)[NH:20][C:21]([O:23][C:24]([CH3:27])([CH3:26])[CH3:25])=[O:22])=[O:29])([CH3:32])[CH3:33]. Given the reactants C([Mg]Cl)(C)C.[Cl-].[Li+].Br[C:9]1[C:10]([O:17][CH3:18])=[N:11][C:12]([O:15][CH3:16])=[N:13][CH:14]=1.[N:19]([C:28]([O:30][C:31]([CH3:34])([CH3:33])[CH3:32])=[O:29])=[N:20][C:21]([O:23][C:24]([CH3:27])([CH3:26])[CH3:25])=[O:22], predict the reaction product.